The task is: Regression. Given a peptide amino acid sequence and an MHC pseudo amino acid sequence, predict their binding affinity value. This is MHC class I binding data.. This data is from Peptide-MHC class I binding affinity with 185,985 pairs from IEDB/IMGT. (1) The peptide sequence is ISIIVLFQR. The MHC is HLA-A31:01 with pseudo-sequence HLA-A31:01. The binding affinity (normalized) is 0.990. (2) The peptide sequence is LVKMINHLK. The MHC is H-2-Db with pseudo-sequence H-2-Db. The binding affinity (normalized) is 0. (3) The peptide sequence is YQSFLFWFLK. The MHC is HLA-A11:01 with pseudo-sequence HLA-A11:01. The binding affinity (normalized) is 1.00. (4) The peptide sequence is VDEQIQWM. The MHC is H-2-Kk with pseudo-sequence H-2-Kk. The binding affinity (normalized) is 0.222. (5) The peptide sequence is AWLLNILTI. The binding affinity (normalized) is 0.178. The MHC is H-2-Kb with pseudo-sequence H-2-Kb. (6) The peptide sequence is RGNYRVSWPK. The binding affinity (normalized) is 0.712. The MHC is Patr-A0401 with pseudo-sequence Patr-A0401. (7) The peptide sequence is VVLQQHSIA. The MHC is HLA-A23:01 with pseudo-sequence HLA-A23:01. The binding affinity (normalized) is 0.